Dataset: Forward reaction prediction with 1.9M reactions from USPTO patents (1976-2016). Task: Predict the product of the given reaction. Given the reactants [O:1]1[CH2:6][CH2:5][CH2:4][O:3][C:2]1=[O:7].C(OOC(=O)C1C=CC=CC=1)(=O)C1C=CC=CC=1.[F:26][C:27]([F:34])([F:33])[C:28]([F:32])=[C:29]([F:31])[F:30], predict the reaction product. The product is: [F:30][C:29]([CH:6]1[CH2:5][CH2:4][O:3][C:2](=[O:7])[O:1]1)([F:31])[CH:28]([F:32])[C:27]([F:34])([F:33])[F:26].